Task: Predict the reaction yield, written as a fraction of the theoretical maximum amount of product (1.0 means a 100% yield; for example, 0.34 means a 34% yield).. Dataset: Reaction yield outcomes from USPTO patents with 853,638 reactions The reactants are Cl.O1CCOCC1.CC([N:12]([CH2:16][CH2:17][NH:18][C:19]1[N:24]=[C:23]([C:25]2[S:29][C:28]([C:30]([CH3:33])([CH3:32])[CH3:31])=[N:27][C:26]=2[C:34]2[CH:39]=[CH:38][CH:37]=[C:36]([NH:40][S:41]([C:44]3[CH:49]=[C:48]([F:50])[CH:47]=[CH:46][C:45]=3[F:51])(=[O:43])=[O:42])[C:35]=2[F:52])[CH:22]=[CH:21][N:20]=1)C(=O)[O-])(C)C.CO. The catalyst is C(Cl)Cl. The product is [NH2:12][CH2:16][CH2:17][NH:18][C:19]1[N:24]=[C:23]([C:25]2[S:29][C:28]([C:30]([CH3:33])([CH3:31])[CH3:32])=[N:27][C:26]=2[C:34]2[C:35]([F:52])=[C:36]([NH:40][S:41]([C:44]3[CH:49]=[C:48]([F:50])[CH:47]=[CH:46][C:45]=3[F:51])(=[O:42])=[O:43])[CH:37]=[CH:38][CH:39]=2)[CH:22]=[CH:21][N:20]=1. The yield is 1.00.